From a dataset of Retrosynthesis with 50K atom-mapped reactions and 10 reaction types from USPTO. Predict the reactants needed to synthesize the given product. (1) Given the product C[C@]12CC[C@H]3[C@@H](CC[C@H]4C[C@H](O)CC[C@@]43C)[C@@H]1CC=C2c1cccnc1, predict the reactants needed to synthesize it. The reactants are: CC(=O)O[C@@H]1CC[C@@]2(C)[C@@H](CC[C@H]3[C@@H]4CC=C(c5cccnc5)[C@@]4(C)CC[C@@H]32)C1. (2) Given the product CCCn1ncc(NCc2ccc(OC)c(OC)c2)c(Cl)c1=O, predict the reactants needed to synthesize it. The reactants are: CCCn1ncc(Cl)c(Cl)c1=O.COc1ccc(CN)cc1OC.